This data is from Reaction yield outcomes from USPTO patents with 853,638 reactions. The task is: Predict the reaction yield, written as a fraction of the theoretical maximum amount of product (1.0 means a 100% yield; for example, 0.34 means a 34% yield). (1) The reactants are [CH2:1]([NH2:6])[C:2]([CH3:5])([CH3:4])[CH3:3].[C:7](Cl)(=[O:9])[CH3:8].C(N(CC)CC)C.C(Cl)Cl. The catalyst is O. The product is [CH2:1]([NH:6][C:7](=[O:9])[CH3:8])[C:2]([CH3:5])([CH3:4])[CH3:3]. The yield is 0.980. (2) The catalyst is C(OCC)(=O)C. The product is [CH3:23][O:22][C:20](=[O:21])[C:19]1[CH:24]=[CH:25][C:16]([NH:29][CH2:26][C:3]2[C:4]([C:7]3[CH:8]=[CH:9][CH:10]=[CH:11][CH:12]=3)=[N:5][O:6][C:2]=2[CH3:1])=[N:17][CH:18]=1. The yield is 0.460. The reactants are [CH3:1][C:2]1[O:6][N:5]=[C:4]([C:7]2[CH:12]=[CH:11][CH:10]=[CH:9][CH:8]=2)[C:3]=1NC.Cl[C:16]1[CH:25]=[CH:24][C:19]([C:20]([O:22][CH3:23])=[O:21])=[CH:18][N:17]=1.[CH:26]([N:29](CC)C(C)C)(C)C.CS(C)=O. (3) The reactants are [CH3:1][C:2]1[CH:11]=[CH:10][C:9]2[C:4](=[C:5]([CH:12](C(OCC)=O)[C:13]([O:15]CC)=[O:14])[CH:6]=[CH:7][CH:8]=2)[N:3]=1.Cl.C(O)(=O)C. The catalyst is O. The product is [CH3:1][C:2]1[CH:11]=[CH:10][C:9]2[C:4](=[C:5]([CH2:12][C:13]([OH:15])=[O:14])[CH:6]=[CH:7][CH:8]=2)[N:3]=1. The yield is 0.998. (4) The reactants are Cl.O1CCOCC1.[Cl:8][C:9]1[CH:14]=[C:13]([NH:15][C:16](=[O:23])[C:17]2[CH:22]=[CH:21][CH:20]=[CH:19][N:18]=2)[CH:12]=[CH:11][C:10]=1[N:24]1[CH2:29][CH2:28][N:27](C(OC(C)(C)C)=O)[CH2:26][CH2:25]1. The catalyst is C(Cl)Cl. The product is [Cl:8][C:9]1[CH:14]=[C:13]([NH:15][C:16](=[O:23])[C:17]2[CH:22]=[CH:21][CH:20]=[CH:19][N:18]=2)[CH:12]=[CH:11][C:10]=1[N:24]1[CH2:29][CH2:28][NH:27][CH2:26][CH2:25]1. The yield is 0.400. (5) The reactants are [CH2:1]([Sn](CCCC)(CCCC)C=C)[CH2:2]CC.Br[C:17]1[CH:18]=[C:19]([CH:22]=[CH:23][CH:24]=1)[C:20]#[N:21].C(OCC)(=O)C. The catalyst is CN(C)C=O.O.C1C=CC([P]([Pd]([P](C2C=CC=CC=2)(C2C=CC=CC=2)C2C=CC=CC=2)([P](C2C=CC=CC=2)(C2C=CC=CC=2)C2C=CC=CC=2)[P](C2C=CC=CC=2)(C2C=CC=CC=2)C2C=CC=CC=2)(C2C=CC=CC=2)C2C=CC=CC=2)=CC=1. The product is [CH:1]([C:17]1[CH:18]=[C:19]([CH:22]=[CH:23][CH:24]=1)[C:20]#[N:21])=[CH2:2]. The yield is 0.260.